Dataset: Full USPTO retrosynthesis dataset with 1.9M reactions from patents (1976-2016). Task: Predict the reactants needed to synthesize the given product. (1) Given the product [C:17]([O:16][CH2:14][CH3:15])(=[O:23])/[CH:18]=[CH:19]/[C:20]([O:7][CH2:1][CH2:2]/[CH:3]=[CH:4]\[CH2:5][CH3:6])=[O:21], predict the reactants needed to synthesize it. The reactants are: [CH2:1]([OH:7])[CH2:2]/[CH:3]=[CH:4]\[CH2:5][CH3:6].N1C=CC=CC=1.[CH2:14]([O:16][C:17](=[O:23])[CH:18]=[CH:19][C:20](Cl)=[O:21])[CH3:15]. (2) Given the product [CH3:1][S:2][CH:3]([C:6]1[CH:7]=[C:8]([CH:9]=[CH:10][CH:11]=1)[NH2:12])[CH2:4][CH3:5], predict the reactants needed to synthesize it. The reactants are: [CH3:1][S:2][CH:3]([C:6]1[CH:11]=[CH:10][CH:9]=[C:8]([N+:12]([O-])=O)[CH:7]=1)[CH2:4][CH3:5].[Sn]. (3) Given the product [F:1][C:2]1[CH:3]=[CH:4][C:5]([C:8]2[C:9]([NH:19][S:21]([CH3:20])(=[O:23])=[O:22])=[N:10][NH:11][C:12]=2[C:13]2[CH:18]=[CH:17][N:16]=[CH:15][CH:14]=2)=[CH:6][CH:7]=1, predict the reactants needed to synthesize it. The reactants are: [F:1][C:2]1[CH:7]=[CH:6][C:5]([C:8]2[C:9]([NH2:19])=[N:10][NH:11][C:12]=2[C:13]2[CH:18]=[CH:17][N:16]=[CH:15][CH:14]=2)=[CH:4][CH:3]=1.[CH3:20][S:21](Cl)(=[O:23])=[O:22]. (4) Given the product [N:41]1([O:42][C:2]2[CH:7]=[CH:6][N:5]=[C:4]3[C:8](=[C:18]4[CH2:23][CH2:22][N:21]([C:24](=[O:32])[CH2:25][C:26]5[CH:27]=[N:28][CH:29]=[CH:30][CH:31]=5)[CH2:20][CH2:19]4)[C:9]4[CH:16]=[CH:15][C:14]([Cl:17])=[CH:13][C:10]=4[CH2:11][CH2:12][C:3]=23)[C:36]2[CH:35]=[CH:34][CH:33]=[CH:38][C:37]=2[N:39]=[N:40]1, predict the reactants needed to synthesize it. The reactants are: Cl[C:2]1[CH:7]=[CH:6][N:5]=[C:4]2[C:8](=[C:18]3[CH2:23][CH2:22][N:21]([C:24](=[O:32])[CH2:25][C:26]4[CH:27]=[N:28][CH:29]=[CH:30][CH:31]=4)[CH2:20][CH2:19]3)[C:9]3[CH:16]=[CH:15][C:14]([Cl:17])=[CH:13][C:10]=3[CH2:11][CH2:12][C:3]=12.[CH:33]1[CH:34]=[CH:35][C:36]2[N:41]([OH:42])[N:40]=[N:39][C:37]=2[CH:38]=1.[H-].[Na+].[OH-].[Na+].